This data is from Full USPTO retrosynthesis dataset with 1.9M reactions from patents (1976-2016). The task is: Predict the reactants needed to synthesize the given product. Given the product [Cl:25][C:26]1[N:30]([C:31]2[CH:32]=[CH:33][CH:34]=[CH:35][CH:36]=2)[N:29]=[C:28]([CH3:37])[C:27]=1[CH2:38][C:39]1[C:47]2[C:42](=[N:43][CH:44]=[CH:45][CH:46]=2)[NH:41][CH:40]=1, predict the reactants needed to synthesize it. The reactants are: ClC1N(C2C=CC=CC=2)N=C(C)C=1C=O.N1C2C(=CC=CN=2)C=C1.[Cl:25][C:26]1[N:30]([C:31]2[CH:36]=[CH:35][CH:34]=[CH:33][CH:32]=2)[N:29]=[C:28]([CH3:37])[C:27]=1[CH:38](OC)[C:39]1[C:47]2[C:42](=[N:43][CH:44]=[CH:45][CH:46]=2)[NH:41][CH:40]=1.